From a dataset of Full USPTO retrosynthesis dataset with 1.9M reactions from patents (1976-2016). Predict the reactants needed to synthesize the given product. (1) Given the product [CH3:22][N:23]([CH2:25][C@@:14]12[CH2:18][CH2:17][CH2:16][N:15]1[C@@H:11]([C:10]([Cl:9])([Cl:20])[Cl:21])[O:12][C:13]2=[O:19])[CH3:24], predict the reactants needed to synthesize it. The reactants are: C([N-]C(C)C)(C)C.[Li+].[Cl:9][C:10]([Cl:21])([Cl:20])[C@@H:11]1[N:15]2[CH2:16][CH2:17][CH2:18][C@H:14]2[C:13](=[O:19])[O:12]1.[CH3:22][N+:23]([CH3:25])=[CH2:24].[I-].O. (2) Given the product [C:19](/[C:18](/[C:17]1[CH:21]=[CH:22][C:23]([O:24][CH3:25])=[C:15]([O:14][CH3:13])[CH:16]=1)=[CH:1]\[C:3]1[CH:12]=[CH:11][C:6]([C:7]([O:9][CH3:10])=[O:8])=[CH:5][CH:4]=1)#[N:20], predict the reactants needed to synthesize it. The reactants are: [CH:1]([C:3]1[CH:12]=[CH:11][C:6]([C:7]([O:9][CH3:10])=[O:8])=[CH:5][CH:4]=1)=O.[CH3:13][O:14][C:15]1[CH:16]=[C:17]([CH:21]=[CH:22][C:23]=1[O:24][CH3:25])[CH2:18][C:19]#[N:20].